This data is from NCI-60 drug combinations with 297,098 pairs across 59 cell lines. The task is: Regression. Given two drug SMILES strings and cell line genomic features, predict the synergy score measuring deviation from expected non-interaction effect. (1) Drug 1: C1=CC(=CC=C1C#N)C(C2=CC=C(C=C2)C#N)N3C=NC=N3. Drug 2: C1=NNC2=C1C(=O)NC=N2. Cell line: UO-31. Synergy scores: CSS=2.28, Synergy_ZIP=-1.83, Synergy_Bliss=-0.812, Synergy_Loewe=-0.585, Synergy_HSA=-0.327. (2) Drug 1: CC1OCC2C(O1)C(C(C(O2)OC3C4COC(=O)C4C(C5=CC6=C(C=C35)OCO6)C7=CC(=C(C(=C7)OC)O)OC)O)O. Drug 2: C1=CC(=CC=C1CC(C(=O)O)N)N(CCCl)CCCl.Cl. Cell line: SK-MEL-2. Synergy scores: CSS=38.0, Synergy_ZIP=7.61, Synergy_Bliss=10.5, Synergy_Loewe=1.43, Synergy_HSA=9.09. (3) Drug 1: C1CN1C2=NC(=NC(=N2)N3CC3)N4CC4. Drug 2: C1=NNC2=C1C(=O)NC=N2. Cell line: NCI-H460. Synergy scores: CSS=49.8, Synergy_ZIP=3.90, Synergy_Bliss=2.04, Synergy_Loewe=-14.2, Synergy_HSA=1.26. (4) Drug 1: C1C(C(OC1N2C=C(C(=O)NC2=O)F)CO)O. Drug 2: CCC1=C2CN3C(=CC4=C(C3=O)COC(=O)C4(CC)O)C2=NC5=C1C=C(C=C5)O. Cell line: NCI/ADR-RES. Synergy scores: CSS=22.7, Synergy_ZIP=-3.81, Synergy_Bliss=-1.12, Synergy_Loewe=-24.6, Synergy_HSA=1.11. (5) Drug 1: C1=C(C(=O)NC(=O)N1)F. Synergy scores: CSS=37.2, Synergy_ZIP=8.23, Synergy_Bliss=8.56, Synergy_Loewe=8.08, Synergy_HSA=8.54. Cell line: IGROV1. Drug 2: C1=NC2=C(N1)C(=S)N=CN2. (6) Drug 1: CNC(=O)C1=CC=CC=C1SC2=CC3=C(C=C2)C(=NN3)C=CC4=CC=CC=N4. Drug 2: C1=NC2=C(N1)C(=S)N=C(N2)N. Cell line: SF-295. Synergy scores: CSS=33.7, Synergy_ZIP=-2.38, Synergy_Bliss=-3.11, Synergy_Loewe=-4.76, Synergy_HSA=-0.554. (7) Drug 1: C(=O)(N)NO. Drug 2: CC(C)NC(=O)C1=CC=C(C=C1)CNNC.Cl. Cell line: HOP-62. Synergy scores: CSS=0.370, Synergy_ZIP=1.11, Synergy_Bliss=2.38, Synergy_Loewe=1.41, Synergy_HSA=0.576.